From a dataset of Peptide-MHC class I binding affinity with 185,985 pairs from IEDB/IMGT. Regression. Given a peptide amino acid sequence and an MHC pseudo amino acid sequence, predict their binding affinity value. This is MHC class I binding data. The peptide sequence is KRIKGTIM. The MHC is Mamu-B03 with pseudo-sequence Mamu-B03. The binding affinity (normalized) is 0.717.